Dataset: Peptide-MHC class II binding affinity with 134,281 pairs from IEDB. Task: Regression. Given a peptide amino acid sequence and an MHC pseudo amino acid sequence, predict their binding affinity value. This is MHC class II binding data. (1) The peptide sequence is GVAQGGVFHTMWHVT. The binding affinity (normalized) is 0. The MHC is DRB1_0404 with pseudo-sequence DRB1_0404. (2) The binding affinity (normalized) is 0.644. The peptide sequence is GELQIVDKIDVAFKI. The MHC is DRB3_0101 with pseudo-sequence DRB3_0101. (3) The peptide sequence is GELQICDKIDAAFKI. The MHC is DRB1_1501 with pseudo-sequence DRB1_1501. The binding affinity (normalized) is 0.443.